Dataset: Reaction yield outcomes from USPTO patents with 853,638 reactions. Task: Predict the reaction yield, written as a fraction of the theoretical maximum amount of product (1.0 means a 100% yield; for example, 0.34 means a 34% yield). (1) The reactants are [Cl:1][C:2]1[C:3]([C:34]2[S:35][C:36]([C:39]3[N:40]=[C:41]4[C:46]([Cl:47])=[CH:45][C:44]([C:48]([F:51])([F:50])[F:49])=[CH:43][N:42]4[CH:52]=3)=[N:37][N:38]=2)=[CH:4][C:5]([F:33])=[C:6]([CH:32]=1)[O:7][CH2:8][CH:9]([NH:24]C(=O)OC(C)(C)C)[CH2:10][O:11][P:12]([O:19]C(C)(C)C)([O:14]C(C)(C)C)=[O:13].Cl. The catalyst is C(O)C. The product is [P:12]([OH:19])([OH:14])([O:11][CH2:10][CH:9]([NH2:24])[CH2:8][O:7][C:6]1[CH:32]=[C:2]([Cl:1])[C:3]([C:34]2[S:35][C:36]([C:39]3[N:40]=[C:41]4[C:46]([Cl:47])=[CH:45][C:44]([C:48]([F:51])([F:50])[F:49])=[CH:43][N:42]4[CH:52]=3)=[N:37][N:38]=2)=[CH:4][C:5]=1[F:33])=[O:13]. The yield is 0.220. (2) The reactants are [F:1][C:2]1[CH:24]=[CH:23][C:5]([CH2:6][N:7]2[C@@H:11]([CH3:12])[CH2:10][N:9]([C:13]3[S:14][C:15]([C:19](O)=[O:20])=[C:16]([CH3:18])[N:17]=3)[C:8]2=[O:22])=[CH:4][CH:3]=1.ON1C2C=CC=CC=2N=N1.F[B-](F)(F)F.N1(OC(N(C)C)=[N+](C)C)C2C=CC=CC=2N=N1.C(N(CC)C(C)C)(C)C.[N:66]1[CH:71]=[CH:70][CH:69]=[C:68]([CH2:72][NH2:73])[CH:67]=1. The catalyst is O1CCCC1. The product is [F:1][C:2]1[CH:3]=[CH:4][C:5]([CH2:6][N:7]2[C@@H:11]([CH3:12])[CH2:10][N:9]([C:13]3[S:14][C:15]([C:19]([NH:73][CH2:72][C:68]4[CH:67]=[N:66][CH:71]=[CH:70][CH:69]=4)=[O:20])=[C:16]([CH3:18])[N:17]=3)[C:8]2=[O:22])=[CH:23][CH:24]=1. The yield is 0.700. (3) The catalyst is C1COCC1.C(Cl)Cl. The product is [OH:35][C@H:32]1[CH2:33][CH2:34][C@H:29]([N:19]([C:20]([C@H:22]2[CH2:23][CH2:24][C@H:25]([CH3:28])[CH2:26][CH2:27]2)=[O:21])[C:13]2[CH:12]=[C:11]([C:8]3[CH2:9][CH2:10][C:5](=[O:4])[CH2:6][CH:7]=3)[S:15][C:14]=2[C:16]([OH:18])=[O:17])[CH2:30][CH2:31]1. The yield is 0.710. The reactants are O1[C:5]2([CH2:10][CH2:9][C:8]([C:11]3[S:15][C:14]([C:16]([OH:18])=[O:17])=[C:13]([N:19]([C@H:29]4[CH2:34][CH2:33][C@H:32]([OH:35])[CH2:31][CH2:30]4)[C:20]([C@H:22]4[CH2:27][CH2:26][C@H:25]([CH3:28])[CH2:24][CH2:23]4)=[O:21])[CH:12]=3)=[CH:7][CH2:6]2)[O:4]CC1.Cl. (4) The reactants are [CH3:1][O:2][C@H:3]1[CH2:8][CH2:7][C@H:6]2[C@H:9]3[C@H:19]([CH2:20][CH2:21][C@:4]12[CH3:5])[C@:17]1([CH3:18])[CH:12]([CH2:13][CH:14]=[CH:15][CH2:16]1)[CH2:11][CH2:10]3.C1C=C(Cl)C=C(C(OO)=[O:30])C=1. The catalyst is ClCCl. The product is [CH3:1][O:2][C@H:3]1[CH2:8][CH2:7][C@H:6]2[C@H:9]3[C@H:19]([CH2:20][CH2:21][C@:4]12[CH3:5])[C@:17]1([CH3:18])[CH:12]([CH2:13][C@@H:14]2[O:30][C@@H:15]2[CH2:16]1)[CH2:11][CH2:10]3. The yield is 0.750. (5) The reactants are [CH2:1]([N:8]1[C:16]2[C:11](=[CH:12][CH:13]=[CH:14][CH:15]=2)[CH2:10][CH:9]1[CH3:17])[C:2]1[CH:7]=[CH:6][CH:5]=[CH:4][CH:3]=1.O.[F:19][C:20]([F:28])([F:27])[C:21]([C:23]([F:26])([F:25])[F:24])=[O:22].O.O.[F:19][C:20]([F:28])([F:27])[C:21]([C:23]([F:26])([F:25])[F:24])=[O:22].[NH4+].[Cl-]. The catalyst is CCOCC. The product is [CH2:1]([N:8]1[C:16]2[C:11](=[CH:12][C:13]([C:21]([OH:22])([C:23]([F:26])([F:25])[F:24])[C:20]([F:28])([F:27])[F:19])=[CH:14][CH:15]=2)[CH2:10][CH:9]1[CH3:17])[C:2]1[CH:3]=[CH:4][CH:5]=[CH:6][CH:7]=1. The yield is 0.340.